Dataset: Peptide-MHC class I binding affinity with 185,985 pairs from IEDB/IMGT. Task: Regression. Given a peptide amino acid sequence and an MHC pseudo amino acid sequence, predict their binding affinity value. This is MHC class I binding data. (1) The peptide sequence is LAMITMHSW. The MHC is HLA-B57:01 with pseudo-sequence HLA-B57:01. The binding affinity (normalized) is 0.627. (2) The peptide sequence is WSMGKEAPQF. The MHC is Mamu-B01 with pseudo-sequence Mamu-B01. The binding affinity (normalized) is 0.00170. (3) The peptide sequence is FPPEGVSIW. The MHC is HLA-B53:01 with pseudo-sequence HLA-B53:01. The binding affinity (normalized) is 0.744. (4) The peptide sequence is FLRFGDFKL. The MHC is HLA-A69:01 with pseudo-sequence HLA-A69:01. The binding affinity (normalized) is 0.0931. (5) The peptide sequence is GLNKIVRMY. The MHC is HLA-A02:03 with pseudo-sequence HLA-A02:03. The binding affinity (normalized) is 0. (6) The peptide sequence is GEMWAQDAA. The MHC is HLA-A23:01 with pseudo-sequence HLA-A23:01. The binding affinity (normalized) is 0.255. (7) The peptide sequence is IRFKDDSSF. The MHC is HLA-B46:01 with pseudo-sequence HLA-B46:01. The binding affinity (normalized) is 0.0847. (8) The peptide sequence is RRRWRRLTV. The MHC is HLA-B45:01 with pseudo-sequence HLA-B45:01. The binding affinity (normalized) is 0. (9) The peptide sequence is YLLEKSRAI. The MHC is HLA-A68:02 with pseudo-sequence HLA-A68:02. The binding affinity (normalized) is 0.116.